This data is from Forward reaction prediction with 1.9M reactions from USPTO patents (1976-2016). The task is: Predict the product of the given reaction. Given the reactants [NH2:1][C@@H:2]([CH3:8])[CH2:3][C:4]([O:6][CH3:7])=[O:5].Cl[C:10]([O:12][CH2:13][CH:14]=[CH2:15])=[O:11].C(N(C(C)C)CC)(C)C.O, predict the reaction product. The product is: [CH2:13]([O:12][C:10]([NH:1][C@@H:2]([CH3:8])[CH2:3][C:4]([O:6][CH3:7])=[O:5])=[O:11])[CH:14]=[CH2:15].